From a dataset of Experimentally validated miRNA-target interactions with 360,000+ pairs, plus equal number of negative samples. Binary Classification. Given a miRNA mature sequence and a target amino acid sequence, predict their likelihood of interaction. (1) The miRNA is mmu-miR-5127 with sequence UCUCCCAACCCUUUUCCCA. The protein sequence of the target gene is MSGRNNNKLPSNLPQLQNLIKRDPPAYVEEFLQQYNHYKSNMEIFKLQPNKPSKELAELVMFMAQIGQCYPEHLSNFPQELKDLLSYNHTVLDPDLRMTFCKALILLRNKNLINPSSLLELFFELLRCHDKLLRKTLYTHIVTDIKNINAKHKNNKVNVVLQNFMYTMLRDSNATAAKMSLDVMIELYRRNIWNDAKTVNVITTACFSKITKILVAALTFFLGKDEEEKQDSDSESEDDGPTARDLLVQYATGKKGSKNKKKLEKAMKVLKKQKKKKKPEVFNFSAIHLIHDPQDFAEKL.... Result: 1 (interaction). (2) The miRNA is hsa-miR-562 with sequence AAAGUAGCUGUACCAUUUGC. The protein sequence of the target gene is MLWQRLAVVEWAALAWELLGASVLFIAVRWLVRRLEKRPRDLNRCGTLSSPPSASEAVAAQPGEVTMDAMMARLKLLNPDDLRKEVMKAGLKCGPITSTTRFIFEKKLAQALLEQGGLLTSSLPKPSAVTAMAFIQGTSRTPPSVDGKQTQQACFSEDRDFGYSVGLNPPEEEAVASSVHPVPFSASTRNDNHKAGVTAPKEPLVYYGVCPVYEDGPVRHERIHVYEDKKEALQAAKLIKGSRFKAFRTREDAEKFARGICDYLPSPNKTTPLLSPVKAVPLGGSDGLKADGLCLAESET.... Result: 0 (no interaction). (3) The miRNA is mmu-miR-322-5p with sequence CAGCAGCAAUUCAUGUUUUGGA. The protein sequence of the target gene is MEPELLVRKVSALQACVRGFLVRRQFQSLRAEYEAIVREVEGDLGTLQWTEGRIPRPRFLPEKAKSHQTWKAGDRVANPEQGLWNHFPCEESEGEATWEEMVLKKSGESSANQGSLCRDHSSWLQMKQNRKPSQEKTRDTTRMENPEATDQRLPHSQPQLQELQYHRSHLAMELLWLQQAINSRKEYLLLKQTLRSPEAGPIREEPRVFLEHGEQACERDQSQPSAPLEDQSYRDRTTGELEQEDDSCHRVKSPHRSPGSLATTQKNIAGAKCREPCYSKSGPPSSIPSNSQALGDRLTK.... Result: 0 (no interaction). (4) The miRNA is hsa-miR-3666 with sequence CAGUGCAAGUGUAGAUGCCGA. The protein sequence of the target gene is MEAKTLGTVTPRKPVLSVSARKIKDNAADWHNLILKWETLNDAGFTTANNIANLKISLLNKDKIELDSSSPASKENEEKVCLEYNEELEKLCEELQATLDGLTKIQVKMEKLSSTTKGICELENYHYGEESKRPPLFHTWPTTHFYEVSHKLLEMYRKELLLKRTVAKELAHTGDPDLTLSYLSMWLHQPYVESDSRLHLESMLLETGHRAL. Result: 1 (interaction). (5) The miRNA is hsa-miR-6893-5p with sequence CAGGCAGGUGUAGGGUGGAGC. The protein sequence of the target gene is MAMVTGGWGGPGGDTNGVDKAGGYPRAAEDDSASPPGAASDAEPGDEERPGLQVDCVVCGDKSSGKHYGVFTCEGCKSFFKRSIRRNLSYTCRSNRDCQIDQHHRNQCQYCRLKKCFRVGMRKEAVQRGRIPHSLPGAVAASSGSPPGSALAAVASGGDLFPGQPVSELIAQLLRAEPYPAAAGRFGAGGGAAGAVLGIDNVCELAARLLFSTVEWARHAPFFPELPVADQVALLRLSWSELFVLNAAQAALPLHTAPLLAAAGLHAAPMAAERAVAFMDQVRAFQEQVDKLGRLQVDSA.... Result: 1 (interaction). (6) The miRNA is hsa-miR-4671-5p with sequence ACCGAAGACUGUGCGCUAAUCU. The protein sequence of the target gene is MADENQEIGGIHFPFPFPPYPIQKDFMAELYKVLEGGKIGIFESPTGTGKSLSLICGALSWLRDFEKKKLQAEALLLAPGSGPPSSEKNSLLTSSSCQEPTDTPRPAGEPDWVTEFVQKKEERDLVERLREEQVRRRKREERLKEVCQDGRLRFAAKRTKHEEEETEALLRLSREMLDAGTGPEQLEQLECGEEHLVLAEYESDEERRGSRVDEAEDDLEEEHITKIYYCSRTHSQLAQFVREVLKSPFGKETRLVSLGSRQTLCVNEDVKNLGSVQLMNDRCVDMQRSKREKNGTGEDK.... Result: 0 (no interaction).